This data is from Forward reaction prediction with 1.9M reactions from USPTO patents (1976-2016). The task is: Predict the product of the given reaction. (1) Given the reactants Br[C:2]1[CH:3]=[C:4]2[C:9](=[CH:10][CH:11]=1)[N:8]=[CH:7][C:6]([C:12]([CH:14]1[CH2:16][CH2:15]1)=[O:13])=[C:5]2[NH:17][C:18]1[CH:19]=[N:20][C:21]([NH:24][CH2:25][CH2:26][N:27]([CH3:29])[CH3:28])=[CH:22][CH:23]=1.[Cl:30][C:31]1[CH:36]=[C:35](B2OC(C)(C)C(C)(C)O2)[CH:34]=[C:33]([Cl:46])[C:32]=1[OH:47].C([O-])([O-])=O.[Cs+].[Cs+].[ClH:54], predict the reaction product. The product is: [ClH:30].[ClH:54].[ClH:30].[CH:14]1([C:12]([C:6]2[CH:7]=[N:8][C:9]3[C:4]([C:5]=2[NH:17][C:18]2[CH:19]=[N:20][C:21]([NH:24][CH2:25][CH2:26][N:27]([CH3:28])[CH3:29])=[CH:22][CH:23]=2)=[CH:3][C:2]([C:35]2[CH:36]=[C:31]([Cl:30])[C:32]([OH:47])=[C:33]([Cl:46])[CH:34]=2)=[CH:11][CH:10]=3)=[O:13])[CH2:16][CH2:15]1. (2) The product is: [CH3:1][C:2]1[CH:7]=[C:6]([C:2]2[CH:3]=[N:4][C:5]([N:21]3[CH:22]=[CH:23][C:19]([CH3:18])=[N:20]3)=[C:6]([C:11]([OH:12])=[O:14])[CH:7]=2)[CH:5]=[N:4][CH:3]=1. Given the reactants [CH3:1][C:2]1[CH:3]=[N:4][CH:5]=[C:6](B(O)O)[CH:7]=1.[C:11](=[O:14])([O-])[O-:12].[Cs+].[Cs+].O.[CH3:18][C:19]1[CH:23]=[CH:22][NH:21][N:20]=1.C[Si]([N-][Si](C)(C)C)(C)C.[Na+].[OH-].[K+].Cl, predict the reaction product.